Dataset: Reaction yield outcomes from USPTO patents with 853,638 reactions. Task: Predict the reaction yield, written as a fraction of the theoretical maximum amount of product (1.0 means a 100% yield; for example, 0.34 means a 34% yield). (1) The reactants are [Cl:1][C:2]1[CH:3]=[C:4]([N+:19]([O-])=O)[CH:5]=[CH:6][C:7]=1[O:8][C:9]1[CH:10]=[N:11][C:12]2[C:17]([CH:18]=1)=[CH:16][CH:15]=[CH:14][CH:13]=2.[NH4+].[Cl-].O. The catalyst is CCO.[Fe]. The product is [Cl:1][C:2]1[CH:3]=[C:4]([NH2:19])[CH:5]=[CH:6][C:7]=1[O:8][C:9]1[CH:10]=[N:11][C:12]2[C:17]([CH:18]=1)=[CH:16][CH:15]=[CH:14][CH:13]=2. The yield is 0.950. (2) The reactants are F[C:2]1[N:9]=[CH:8][CH:7]=[CH:6][C:3]=1[C:4]#[N:5].[CH3:10][N:11]1[CH2:16][CH2:15][CH:14]([OH:17])[CH2:13][CH2:12]1.[H-].[Na+].O. The catalyst is CN(C)C=O. The product is [CH3:10][N:11]1[CH2:16][CH2:15][CH:14]([O:17][C:2]2[N:9]=[CH:8][CH:7]=[CH:6][C:3]=2[C:4]#[N:5])[CH2:13][CH2:12]1. The yield is 0.290. (3) The reactants are [Br:1][C:2]1[C:7]2=[N:8][C:9]([CH3:12])=[CH:10][N:11]=[C:6]2[CH:5]=[N:4][CH:3]=1.[Se](=O)=[O:14].Cl([O-])=O.[Na+].P([O-])(O)(O)=O.[Na+].[OH2:26]. The catalyst is O1CCOCC1. The product is [Br:1][C:2]1[C:7]2=[N:8][C:9]([C:12]([OH:14])=[O:26])=[CH:10][N:11]=[C:6]2[CH:5]=[N:4][CH:3]=1. The yield is 0.580. (4) The reactants are [F:1][C:2]1[CH:19]=[CH:18][C:5]([O:6][C:7]2[CH:15]=[CH:14][CH:13]=[C:12]([O:16][CH3:17])[C:8]=2[C:9](O)=[O:10])=[C:4]([NH:20][C:21]([NH:23][C:24]2[S:25][CH:26]=[CH:27][N:28]=2)=[O:22])[CH:3]=1.[CH3:29][NH2:30].C1COCC1. No catalyst specified. The product is [F:1][C:2]1[CH:19]=[CH:18][C:5]([O:6][C:7]2[CH:15]=[CH:14][CH:13]=[C:12]([O:16][CH3:17])[C:8]=2[C:9]([NH:30][CH3:29])=[O:10])=[C:4]([NH:20][C:21]([NH:23][C:24]2[S:25][CH:26]=[CH:27][N:28]=2)=[O:22])[CH:3]=1. The yield is 0.720. (5) The reactants are [NH2:1][C:2]1[CH:7]=[CH:6][C:5]([CH2:8][CH2:9][CH2:10][C:11]([O:13]C)=O)=[CH:4][CH:3]=1.[Cl-].[NH4+:16].N. The catalyst is CO. The product is [NH2:1][C:2]1[CH:7]=[CH:6][C:5]([CH2:8][CH2:9][CH2:10][C:11]([NH2:16])=[O:13])=[CH:4][CH:3]=1. The yield is 0.350. (6) The reactants are [Br:1][C:2]1[CH:6]=[N:5][N:4]([CH3:7])[C:3]=1[C:8]1[CH:9]=[C:10]([NH2:23])[CH:11]=[CH:12][C:13]=1[O:14][CH2:15][CH2:16][N:17]1[CH2:21][CH2:20][CH2:19][CH:18]1[CH3:22].[F:24][C:25]1[CH:26]=[C:27]([CH:31]=[CH:32][C:33]=1[F:34])[C:28](Cl)=[O:29].C(N(CC)CC)C. The catalyst is C1COCC1. The product is [Br:1][C:2]1[CH:6]=[N:5][N:4]([CH3:7])[C:3]=1[C:8]1[CH:9]=[C:10]([NH:23][C:28](=[O:29])[C:27]2[CH:31]=[CH:32][C:33]([F:34])=[C:25]([F:24])[CH:26]=2)[CH:11]=[CH:12][C:13]=1[O:14][CH2:15][CH2:16][N:17]1[CH2:21][CH2:20][CH2:19][CH:18]1[CH3:22]. The yield is 0.460. (7) The reactants are N[C:2]1[CH:7]=[C:6]([C:8]([F:11])([F:10])[F:9])[CH:5]=[CH:4][C:3]=1[S:12]([NH:15][C:16]1[CH:17]=[CH:18][C:19]([F:26])=[C:20]2[C:25]=1[N:24]=[CH:23][CH:22]=[CH:21]2)(=[O:14])=[O:13].N(OC(C)(C)C)=O. The catalyst is CC(O)=O. The product is [F:26][C:19]1[CH:18]=[C:17]2[C:16](=[C:25]3[C:20]=1[CH:21]=[CH:22][CH:23]=[N:24]3)[NH:15][S:12](=[O:13])(=[O:14])[C:3]1[C:2]2=[CH:7][C:6]([C:8]([F:10])([F:11])[F:9])=[CH:5][CH:4]=1. The yield is 0.110. (8) The reactants are [CH:1]1([C:4]2[C:5]([CH2:18]OS(C)(=O)=O)=[CH:6][C:7]([F:17])=[C:8]([CH:16]=2)[C:9]([O:11][C:12]([CH3:15])([CH3:14])[CH3:13])=[O:10])[CH2:3][CH2:2]1.[Cl:24][C:25]1[CH:26]=[C:27]([CH:35]=[C:36]([Cl:38])[CH:37]=1)[O:28][C@H:29]1[CH2:34][CH2:33][CH2:32][NH:31][CH2:30]1.C(=O)([O-])[O-].[K+].[K+]. The catalyst is CN(C)C=O.C(OCC)(=O)C. The product is [CH:1]1([C:4]2[C:5]([CH2:18][N:31]3[CH2:32][CH2:33][CH2:34][C@H:29]([O:28][C:27]4[CH:35]=[C:36]([Cl:38])[CH:37]=[C:25]([Cl:24])[CH:26]=4)[CH2:30]3)=[CH:6][C:7]([F:17])=[C:8]([CH:16]=2)[C:9]([O:11][C:12]([CH3:13])([CH3:14])[CH3:15])=[O:10])[CH2:2][CH2:3]1. The yield is 0.760. (9) The product is [NH2:25][C:19]1[CH:20]=[CH:21][C:22]([CH3:24])=[CH:23][C:18]=1[NH:17][CH:14]1[CH2:13][CH2:12][N:11]([C@H:8]2[CH2:9][CH2:10][C@@H:5]([O:4][CH:2]([CH3:3])[CH3:1])[CH2:6][CH2:7]2)[CH2:16][CH2:15]1. The reactants are [CH3:1][CH:2]([O:4][C@@H:5]1[CH2:10][CH2:9][C@H:8]([N:11]2[CH2:16][CH2:15][CH:14]([NH:17][C:18]3[CH:23]=[C:22]([CH3:24])[CH:21]=[CH:20][C:19]=3[N+:25]([O-])=O)[CH2:13][CH2:12]2)[CH2:7][CH2:6]1)[CH3:3].O.NN. The catalyst is C(O)C.[Ni]. The yield is 0.990.